This data is from Peptide-MHC class I binding affinity with 185,985 pairs from IEDB/IMGT. The task is: Regression. Given a peptide amino acid sequence and an MHC pseudo amino acid sequence, predict their binding affinity value. This is MHC class I binding data. (1) The binding affinity (normalized) is 0.0847. The peptide sequence is KSYCQPLPE. The MHC is HLA-A03:01 with pseudo-sequence HLA-A03:01. (2) The peptide sequence is QLMAEKLQL. The MHC is HLA-A02:06 with pseudo-sequence HLA-A02:06. The binding affinity (normalized) is 0.400. (3) The peptide sequence is CINGVWCTI. The MHC is HLA-A02:01 with pseudo-sequence HLA-A02:01. The binding affinity (normalized) is 0.286. (4) The peptide sequence is IMDASSFTL. The MHC is HLA-A01:01 with pseudo-sequence HLA-A01:01. The binding affinity (normalized) is 0.201. (5) The peptide sequence is SRVYQILQPIF. The MHC is Mamu-B03 with pseudo-sequence Mamu-B03. The binding affinity (normalized) is 0.380. (6) The peptide sequence is PTLYVKALTK. The MHC is HLA-A11:01 with pseudo-sequence HLA-A11:01. The binding affinity (normalized) is 0.722. (7) The peptide sequence is LFTKFFYLL. The MHC is HLA-A23:01 with pseudo-sequence HLA-A23:01. The binding affinity (normalized) is 0.534. (8) The peptide sequence is AEYEENKII. The MHC is Mamu-B01 with pseudo-sequence Mamu-B01. The binding affinity (normalized) is 0.210.